This data is from Catalyst prediction with 721,799 reactions and 888 catalyst types from USPTO. The task is: Predict which catalyst facilitates the given reaction. (1) Reactant: [N:1]([C:4]1[C:9]([F:10])=[CH:8][N:7]=[CH:6][C:5]=1[CH:11]=O)=[N+:2]=[N-:3].[Cl:13][C:14]1[CH:19]=[CH:18][CH:17]=[C:16]([F:20])[C:15]=1[NH2:21].C(N(CC)CC)C. Product: [N:1]([C:4]1[C:9]([F:10])=[CH:8][N:7]=[CH:6][C:5]=1/[CH:11]=[N:21]/[C:15]1[C:16]([F:20])=[CH:17][CH:18]=[CH:19][C:14]=1[Cl:13])=[N+:2]=[N-:3]. The catalyst class is: 642. (2) Reactant: N[CH2:2][O:3][C:4]1[CH:9]=[CH:8][N:7]=[C:6]([NH:10][C:11]2[CH:12]=[CH:13][C:14]([CH3:18])=[C:15]([OH:17])[CH:16]=2)[N:5]=1.C([O-])([O-])=O.[Cs+].[Cs+].Br[CH2:26][CH:27]=[C:28]([CH3:30])[CH3:29]. Product: [CH3:2][O:3][C:4]1[CH:9]=[CH:8][N:7]=[C:6]([NH:10][C:11]2[CH:12]=[CH:13][C:14]([CH3:18])=[C:15]([O:17][CH2:26][CH:27]=[C:28]([CH3:30])[CH3:29])[CH:16]=2)[N:5]=1. The catalyst class is: 21. (3) Reactant: [C:1]1([N:7]2[CH2:12][CH2:11][CH2:10][C@@H:9]([NH:13]C(=O)OC(C)(C)C)[CH2:8]2)[CH:6]=[CH:5][CH:4]=[CH:3][CH:2]=1.[ClH:21]. Product: [C:1]1([N:7]2[CH2:12][CH2:11][CH2:10][C@@H:9]([NH2:13])[CH2:8]2)[CH:6]=[CH:5][CH:4]=[CH:3][CH:2]=1.[ClH:21]. The catalyst class is: 5. (4) Reactant: [NH2:1][C@H:2]([C:8]([OH:10])=[O:9])[CH2:3][CH2:4][C:5]([OH:7])=[O:6].[Ag:11]. Product: [Ag:11].[NH2:1][C@H:2]([C:8]([OH:10])=[O:9])[CH2:3][CH2:4][C:5]([OH:7])=[O:6]. The catalyst class is: 6. (5) The catalyst class is: 9. Reactant: [C:1]([O:5][C:6](=[O:18])[NH:7][CH2:8][CH2:9][O:10][Si:11]([C:14]([CH3:17])([CH3:16])[CH3:15])([CH3:13])[CH3:12])([CH3:4])([CH3:3])[CH3:2].[H-].[Na+].I[CH3:22]. Product: [C:1]([O:5][C:6](=[O:18])[N:7]([CH2:8][CH2:9][O:10][Si:11]([C:14]([CH3:17])([CH3:16])[CH3:15])([CH3:12])[CH3:13])[CH3:22])([CH3:4])([CH3:2])[CH3:3].